Dataset: Forward reaction prediction with 1.9M reactions from USPTO patents (1976-2016). Task: Predict the product of the given reaction. (1) Given the reactants [OH-].[Na+].[OH:3][CH2:4][C:5]1[CH:6]=[C:7]([C:11]2[CH:20]=[C:19]([C:21]([NH:23][C:24]3[C:34]([CH3:35])=[CH:33][C:27]([C:28]([O:30]CC)=[O:29])=[CH:26][C:25]=3[CH3:36])=[O:22])[C:18]3[C:13](=[CH:14][CH:15]=[CH:16][CH:17]=3)[N:12]=2)[CH:8]=[CH:9][CH:10]=1.Cl, predict the reaction product. The product is: [OH:3][CH2:4][C:5]1[CH:6]=[C:7]([C:11]2[CH:20]=[C:19]([C:21]([NH:23][C:24]3[C:25]([CH3:36])=[CH:26][C:27]([C:28]([OH:30])=[O:29])=[CH:33][C:34]=3[CH3:35])=[O:22])[C:18]3[C:13](=[CH:14][CH:15]=[CH:16][CH:17]=3)[N:12]=2)[CH:8]=[CH:9][CH:10]=1. (2) Given the reactants N[C:2]1[N:7]=[C:6]([C:8]2[N:9]=[C:10]([C:21]([CH3:27])([CH3:26])[C:22]([O:24][CH3:25])=[O:23])[NH:11][C:12]=2[C:13]2[CH:18]=[CH:17][C:16]([F:19])=[CH:15][C:14]=2[F:20])[CH:5]=[CH:4][C:3]=1[N+:28]([O-:30])=[O:29].S(=O)(=O)(O)[OH:32].N([O-])=O.[Na+], predict the reaction product. The product is: [F:20][C:14]1[CH:15]=[C:16]([F:19])[CH:17]=[CH:18][C:13]=1[C:12]1[NH:11][C:10]([C:21]([CH3:26])([CH3:27])[C:22]([O:24][CH3:25])=[O:23])=[N:9][C:8]=1[C:6]1[CH:5]=[CH:4][C:3]([N+:28]([O-:30])=[O:29])=[C:2]([OH:32])[N:7]=1. (3) Given the reactants Cl[C:2]1[CH:3]=[C:4]2[C:12](=[O:13])[C:11]3[CH:14]=[C:15]([NH:18][S:19]([CH3:22])(=[O:21])=[O:20])[CH:16]=[CH:17][C:10]=3[CH:9]=[CH:8][C:5]2=[N:6][CH:7]=1.[C:23]1(B(O)O)[CH:28]=[CH:27][CH:26]=[CH:25][CH:24]=1.C([O-])([O-])=O.[K+].[K+], predict the reaction product. The product is: [O:13]=[C:12]1[C:4]2[C:5](=[N:6][CH:7]=[C:2]([C:23]3[CH:28]=[CH:27][CH:26]=[CH:25][CH:24]=3)[CH:3]=2)[CH:8]=[CH:9][C:10]2[CH:17]=[CH:16][C:15]([NH:18][S:19]([CH3:22])(=[O:21])=[O:20])=[CH:14][C:11]1=2. (4) The product is: [CH2:32]([O:10][C:9]1[CH:8]=[CH:7][C:6]([C:11]2[O:12][CH:13]=[C:14]([CH2:16][NH:17][C:18](=[O:28])[C:19]3[CH:24]=[CH:23][CH:22]=[CH:21][C:20]=3[O:25][CH2:26][CH3:27])[N:15]=2)=[CH:5][C:4]=1[O:3][CH:2]([F:1])[F:29])[CH:31]=[CH2:30]. Given the reactants [F:1][CH:2]([F:29])[O:3][C:4]1[CH:5]=[C:6]([C:11]2[O:12][CH:13]=[C:14]([CH2:16][NH:17][C:18](=[O:28])[C:19]3[CH:24]=[CH:23][CH:22]=[CH:21][C:20]=3[O:25][CH2:26][CH3:27])[N:15]=2)[CH:7]=[CH:8][C:9]=1[OH:10].[CH2:30](Br)[CH:31]=[CH2:32], predict the reaction product. (5) Given the reactants [CH3:1][O:2][C:3]1[CH:8]=[CH:7][C:6]([N:9]([CH3:37])[C:10](=[O:36])[C@@H:11]([NH:21][C:22]([NH:24][S:25]([C:28]2[CH:33]=[CH:32][CH:31]=[CH:30][C:29]=2[CH:34]=[CH2:35])(=[O:27])=[O:26])=[O:23])[CH2:12][C:13]2[CH:18]=[CH:17][CH:16]=[C:15]([CH:19]=[CH2:20])[CH:14]=2)=[CH:5][CH:4]=1.[H][H], predict the reaction product. The product is: [CH2:19]([C:15]1[CH:14]=[C:13]([CH2:12][C@H:11]([NH:21][C:22]([NH:24][S:25]([C:28]2[CH:33]=[CH:32][CH:31]=[CH:30][C:29]=2[CH2:34][CH3:35])(=[O:27])=[O:26])=[O:23])[C:10]([N:9]([C:6]2[CH:7]=[CH:8][C:3]([O:2][CH3:1])=[CH:4][CH:5]=2)[CH3:37])=[O:36])[CH:18]=[CH:17][CH:16]=1)[CH3:20]. (6) Given the reactants C(NC1N=C2C(N=C(OC)N2CCCCC2CCCO2)=C(N)N=1)CCC.FC(F)(F)C(O)=O.[CH3:34][C@H:35]([O:39][C:40]1[NH:41][C:42]([NH2:51])=[C:43]2[C:47]([N:48]=1)=[N:46][C:45]([O:49][CH3:50])=[N:44]2)[CH2:36][CH2:37][CH3:38].Br[CH2:53][CH2:54][CH2:55][CH2:56][CH:57]1[CH2:62][CH2:61][CH2:60][CH2:59][O:58]1, predict the reaction product. The product is: [CH3:34][C@H:35]([O:39][C:40]1[N:48]=[C:47]2[C:43]([N:44]=[C:45]([O:49][CH3:50])[N:46]2[CH2:53][CH2:54][CH2:55][CH2:56][CH:57]2[CH2:62][CH2:61][CH2:60][CH2:59][O:58]2)=[C:42]([NH2:51])[N:41]=1)[CH2:36][CH2:37][CH3:38]. (7) Given the reactants CC1(C)[O:6][C@H:5]([CH2:7][N:8]2[CH:12]=[CH:11][C:10]([NH:13][C:14](=[O:37])[CH:15]([N:21]3[CH2:25][C:24]([O:26][C:27]4[CH:32]=[CH:31][CH:30]=[C:29]([O:33][CH3:34])[C:28]=4[Cl:35])=[CH:23][C:22]3=[O:36])[CH2:16][C:17]([F:20])([CH3:19])[CH3:18])=[N:9]2)[CH2:4][O:3]1.Cl.O[C@@H](CO)CN1C=CC(NC(=O)C(N2CC(OC3C=CC=C(OCC)C=3Cl)=CC2=O)CC(F)(C)C)=N1, predict the reaction product. The product is: [OH:6][C@@H:5]([CH2:4][OH:3])[CH2:7][N:8]1[CH:12]=[CH:11][C:10]([NH:13][C:14](=[O:37])[CH:15]([N:21]2[CH2:25][C:24]([O:26][C:27]3[CH:32]=[CH:31][CH:30]=[C:29]([O:33][CH3:34])[C:28]=3[Cl:35])=[CH:23][C:22]2=[O:36])[CH2:16][C:17]([F:20])([CH3:19])[CH3:18])=[N:9]1. (8) Given the reactants O.[Cl:2][C:3]1[CH:11]=[C:10](O)[CH:9]=[CH:8][C:4]=1C(O)=O.[C:13]([O-:16])([O-])=[O:14].[K+].[K+].[CH3:19]I.O.CN([CH:25]=[O:26])C, predict the reaction product. The product is: [CH3:19][O:16][C:13](=[O:14])[C:4]1[CH:8]=[CH:9][C:10]([O:26][CH3:25])=[CH:11][C:3]=1[Cl:2]. (9) Given the reactants [Cl:1][C:2]1[CH:3]=[C:4]2[C:12](=[C:13]([NH:15][C:16]([C@H:18]3[N:23]([CH2:24][C:25](O)=[O:26])[CH2:22][C:21]([CH3:29])([CH3:28])[O:20][CH2:19]3)=[O:17])[CH:14]=1)[NH:11][C:10]1[CH:9]=[N:8][CH:7]=[CH:6][C:5]2=1.[NH:30]1[CH2:35][CH2:34][O:33][CH2:32][CH2:31]1, predict the reaction product. The product is: [Cl:1][C:2]1[CH:3]=[C:4]2[C:12](=[C:13]([NH:15][C:16]([C@@H:18]3[CH2:19][O:20][C:21]([CH3:29])([CH3:28])[CH2:22][N:23]3[CH2:24][C:25]([N:30]3[CH2:35][CH2:34][O:33][CH2:32][CH2:31]3)=[O:26])=[O:17])[CH:14]=1)[NH:11][C:10]1[CH:9]=[N:8][CH:7]=[CH:6][C:5]2=1. (10) Given the reactants CC1OC(C2C=CC=CC=2)=NC=1CCCC1C=CC(CC([N:27]2N=CC=[N:28]2)C(O)=O)=CC=1.[NH:32]1[CH:36]=[CH:35][N:34]=[N:33]1.Br[CH2:38][C:39]([O:41][CH2:42][CH3:43])=[O:40], predict the reaction product. The product is: [N:27]#[N:28].[CH2:42]([O:41][C:39](=[O:40])[CH2:38][N:33]1[N:34]=[CH:35][CH:36]=[N:32]1)[CH3:43].